Dataset: Reaction yield outcomes from USPTO patents with 853,638 reactions. Task: Predict the reaction yield, written as a fraction of the theoretical maximum amount of product (1.0 means a 100% yield; for example, 0.34 means a 34% yield). (1) The reactants are [C:1]([CH:3]([CH3:9])[C:4]([O:6][CH2:7][CH3:8])=[O:5])#[N:2].C=O.[C:12](=O)([O-])[O-:13].[K+].[K+]. The catalyst is C(O)C. The product is [CH2:7]([O:6][C:4](=[O:5])[C:3]([C:1]#[N:2])([CH2:12][OH:13])[CH3:9])[CH3:8]. The yield is 0.590. (2) The reactants are [Br:1][C:2]1[CH:3]=[C:4]([C:9]#[C:10][CH2:11][CH2:12][OH:13])[CH:5]=[CH:6][C:7]=1[Cl:8]. The catalyst is CO.[Ni]. The product is [Br:1][C:2]1[CH:3]=[C:4]([CH2:9][CH2:10][CH2:11][CH2:12][OH:13])[CH:5]=[CH:6][C:7]=1[Cl:8]. The yield is 0.933.